From a dataset of Forward reaction prediction with 1.9M reactions from USPTO patents (1976-2016). Predict the product of the given reaction. (1) Given the reactants [Cl:1][C:2]1[CH:10]=[C:9]2[C:5]([C:6]([CH2:18][C:19]3[CH:24]=[CH:23][CH:22]=[C:21]([Cl:25])[CH:20]=3)([CH:12]3CCCNC3)[C:7](=[O:11])[NH:8]2)=[CH:4][CH:3]=1.C([N:28]([CH2:31][CH3:32])[CH2:29][CH3:30])C.[N:33]1([C:39](=[O:50])[CH2:40][N:41]2[CH2:46][CH2:45][N:44]([C:47](Cl)=[O:48])[CH2:43][CH2:42]2)[CH2:38][CH2:37][O:36][CH2:35][CH2:34]1, predict the reaction product. The product is: [Cl:1][C:2]1[CH:10]=[C:9]2[C:5]([C:6]([CH2:18][C:19]3[CH:24]=[CH:23][CH:22]=[C:21]([Cl:25])[CH:20]=3)([CH:12]3[CH2:30][CH2:29][N:28]([C:47]([N:44]4[CH2:45][CH2:46][N:41]([CH2:40][C:39]([N:33]5[CH2:38][CH2:37][O:36][CH2:35][CH2:34]5)=[O:50])[CH2:42][CH2:43]4)=[O:48])[CH2:31][CH2:32]3)[C:7](=[O:11])[NH:8]2)=[CH:4][CH:3]=1. (2) Given the reactants Br[C:2]1[CH:7]=[CH:6][C:5]([F:8])=[C:4]([N+:9]([O-:11])=[O:10])[CH:3]=1.B1(B2OC(C)(C)C(C)(C)O2)OC(C)(C)C(C)(C)O1.C(Cl)Cl.CC([O-])=O.[K+].Br[C:39]1[S:40][C:41]2[C:47]([C:48]3[CH:53]=[CH:52][C:51]([Cl:54])=[CH:50][CH:49]=3)=[C:46]([C@H:55]([O:61][C:62]([CH3:65])([CH3:64])[CH3:63])[C:56]([O:58][CH2:59][CH3:60])=[O:57])[C:45]([CH3:66])=[CH:44][C:42]=2[N:43]=1.C([O-])([O-])=O.[K+].[K+], predict the reaction product. The product is: [C:62]([O:61][C@@H:55]([C:46]1[C:45]([CH3:66])=[CH:44][C:42]2[N:43]=[C:39]([C:2]3[CH:7]=[CH:6][C:5]([F:8])=[C:4]([N+:9]([O-:11])=[O:10])[CH:3]=3)[S:40][C:41]=2[C:47]=1[C:48]1[CH:49]=[CH:50][C:51]([Cl:54])=[CH:52][CH:53]=1)[C:56]([O:58][CH2:59][CH3:60])=[O:57])([CH3:63])([CH3:64])[CH3:65]. (3) Given the reactants [CH:1]([O:3][CH2:4][CH3:5])=[CH2:2].C(O)[C:7]1[CH:12]=[CH:11]C=[CH:9][CH:8]=1, predict the reaction product. The product is: [CH:1]([O:3][CH2:4][C:5]1[CH:11]=[CH:12][CH:7]=[CH:8][CH:9]=1)=[CH2:2].